This data is from Reaction yield outcomes from USPTO patents with 853,638 reactions. The task is: Predict the reaction yield, written as a fraction of the theoretical maximum amount of product (1.0 means a 100% yield; for example, 0.34 means a 34% yield). (1) The reactants are C(OC([NH:8][C@@H:9]1[CH2:14][CH2:13][CH2:12][N:11]([C:15]2[N:20]3[N:21]=[CH:22][CH:23]=[C:19]3[N:18]=[C:17]([CH3:24])[C:16]=2[CH:25]([CH2:31][CH2:32][CH3:33])[C:26]([O:28][CH2:29][CH3:30])=[O:27])[CH2:10]1)=O)(C)(C)C.FC(F)(F)C(O)=O.C1(C)C=CC=CC=1.[Cl:48][C:49]1[CH:54]=[CH:53][C:52]([S:55](Cl)(=[O:57])=[O:56])=[CH:51][CH:50]=1. The catalyst is ClCCl.ClCCl.C(N(CC)CC)C. The product is [Cl:48][C:49]1[CH:54]=[CH:53][C:52]([S:55]([NH:8][C@@H:9]2[CH2:14][CH2:13][CH2:12][N:11]([C:15]3[N:20]4[N:21]=[CH:22][CH:23]=[C:19]4[N:18]=[C:17]([CH3:24])[C:16]=3[CH:25]([CH2:31][CH2:32][CH3:33])[C:26]([O:28][CH2:29][CH3:30])=[O:27])[CH2:10]2)(=[O:57])=[O:56])=[CH:51][CH:50]=1. The yield is 0.870. (2) The reactants are [CH:1]([C:4]1[O:5][CH:6]=[C:7](/[CH:9]=[CH:10]/[C:11]2[C:12]([O:22][CH2:23][C:24]3[CH:49]=[CH:48][C:27]([O:28][CH2:29][C:30]4[N:31]=[C:32]([C:36]5[CH:41]=[CH:40][C:39]([CH2:42][C:43]([O:45]CC)=[O:44])=[CH:38][CH:37]=5)[O:33][C:34]=4[CH3:35])=[C:26]([O:50][CH3:51])[CH:25]=3)=[N:13][N:14]([C:16]3[CH:21]=[CH:20][CH:19]=[CH:18][CH:17]=3)[CH:15]=2)[N:8]=1)([CH3:3])[CH3:2].O1CCCC1.[OH-].[Na+].Cl. The catalyst is C(O)C. The product is [CH:1]([C:4]1[O:5][CH:6]=[C:7](/[CH:9]=[CH:10]/[C:11]2[C:12]([O:22][CH2:23][C:24]3[CH:49]=[CH:48][C:27]([O:28][CH2:29][C:30]4[N:31]=[C:32]([C:36]5[CH:37]=[CH:38][C:39]([CH2:42][C:43]([OH:45])=[O:44])=[CH:40][CH:41]=5)[O:33][C:34]=4[CH3:35])=[C:26]([O:50][CH3:51])[CH:25]=3)=[N:13][N:14]([C:16]3[CH:17]=[CH:18][CH:19]=[CH:20][CH:21]=3)[CH:15]=2)[N:8]=1)([CH3:3])[CH3:2]. The yield is 0.270. (3) The reactants are [Br:1][C:2]1[C:3](F)=[C:4]2[C:10]([NH:11][C:12](=[O:17])[CH2:13][CH:14]([CH3:16])[CH3:15])=[CH:9][NH:8][C:5]2=[N:6][CH:7]=1.[NH:19]1[CH2:24][CH2:23][CH2:22][C@@H:21]([NH:25][C:26](=[O:32])[O:27][C:28]([CH3:31])([CH3:30])[CH3:29])[CH2:20]1.C(N(CC)CC)C. The catalyst is CCCCO. The product is [Br:1][C:2]1[C:3]([N:19]2[CH2:24][CH2:23][CH2:22][C@@H:21]([NH:25][C:26](=[O:32])[O:27][C:28]([CH3:30])([CH3:29])[CH3:31])[CH2:20]2)=[C:4]2[C:10]([NH:11][C:12](=[O:17])[CH2:13][CH:14]([CH3:16])[CH3:15])=[CH:9][NH:8][C:5]2=[N:6][CH:7]=1. The yield is 0.390.